Dataset: Reaction yield outcomes from USPTO patents with 853,638 reactions. Task: Predict the reaction yield, written as a fraction of the theoretical maximum amount of product (1.0 means a 100% yield; for example, 0.34 means a 34% yield). (1) The reactants are [OH-].[Na+].[Cl:3][S:4]([OH:7])(=O)=[O:5].[Cl:8][C:9]1[N:17]=[C:16]2[C:12]([N:13]=[CH:14][N:15]2[CH2:18][CH3:19])=[C:11]([NH:20][C:21]2[CH:26]=[CH:25][CH:24]=[CH:23][CH:22]=2)[N:10]=1. No catalyst specified. The product is [Cl:8][C:9]1[N:17]=[C:16]2[C:12]([N:13]=[CH:14][N:15]2[CH2:18][CH3:19])=[C:11]([NH:20][C:21]2[CH:26]=[CH:25][C:24]([S:4]([Cl:3])(=[O:7])=[O:5])=[CH:23][CH:22]=2)[N:10]=1. The yield is 0.890. (2) The product is [C:1]([O:5][C:6]([N:8]1[C:16]2[C:11](=[CH:12][C:13]([C:17]3[CH:18]=[N:19][CH:20]=[C:21]([O:23][CH:24]([CH2:35][NH2:36])[CH2:25][C:26]4[C:34]5[C:29](=[CH:30][CH:31]=[CH:32][CH:33]=5)[NH:28][CH:27]=4)[CH:22]=3)=[CH:14][CH:15]=2)[C:10]([CH3:39])=[N:9]1)=[O:7])([CH3:2])([CH3:4])[CH3:3]. The reactants are [C:1]([O:5][C:6]([N:8]1[C:16]2[C:11](=[CH:12][C:13]([C:17]3[CH:18]=[N:19][CH:20]=[C:21]([O:23][CH:24]([CH2:35][N:36]=[N+]=[N-])[CH2:25][C:26]4[C:34]5[C:29](=[CH:30][CH:31]=[CH:32][CH:33]=5)[NH:28][CH:27]=4)[CH:22]=3)=[CH:14][CH:15]=2)[C:10]([CH3:39])=[N:9]1)=[O:7])([CH3:4])([CH3:3])[CH3:2]. The yield is 0.970. The catalyst is C(O)C.[Pd]. (3) The reactants are P(Cl)(Cl)([Cl:3])=O.[Br:6][C:7]1[C:8]([C:17]2[CH:22]=[CH:21][C:20]([F:23])=[CH:19][CH:18]=2)=[N:9][C:10](O)=[N:11][C:12]=1[CH:13]([CH3:15])[CH3:14]. No catalyst specified. The product is [Br:6][C:7]1[C:8]([C:17]2[CH:22]=[CH:21][C:20]([F:23])=[CH:19][CH:18]=2)=[N:9][C:10]([Cl:3])=[N:11][C:12]=1[CH:13]([CH3:15])[CH3:14]. The yield is 0.990. (4) The reactants are C(O[C:6]([NH:8][C@@H:9]([CH2:13][C:14]([CH3:17])([CH3:16])[CH3:15])[C:10]([OH:12])=O)=[O:7])(C)(C)C.C(OC(NC(C(C)(C)C)C(O)=O)=O)(C)(C)C.[NH2:34][C@H:35]1[C:43]2[C:38](=[CH:39][CH:40]=[CH:41][CH:42]=2)[CH2:37][C@H:36]1[OH:44].C(OC(=O)NC(C(=O)NC1C2C(=CC=CC=2)CC1O)C(C)(C)C)(C)(C)C.ClNC(=O)[O-].C([O:78][C:79]([C:81]1([NH:86][C:87]([CH:89]2[CH2:93][CH:92]([O:94][C:95]3[C:104]4[C:99](=[CH:100][C:101]([O:105][CH3:106])=[CH:102][CH:103]=4)[N:98]=[C:97]([C:107]4[CH:112]=[CH:111][CH:110]=[CH:109][CH:108]=4)[CH:96]=3)[CH2:91][N:90]2C(=O)NC(C(=O)NC2C3C(=CC=CC=3)CC2O)C(C)(C)C)=[O:88])[CH2:83][CH:82]1[CH:84]=[CH2:85])=[O:80])C. The yield is 0.300. No catalyst specified. The product is [OH:44][C@@H:36]1[CH2:37][C:38]2[C:43](=[CH:42][CH:41]=[CH:40][CH:39]=2)[C@@H:35]1[NH:34][C:10]([C@@H:9]([NH:8][C:6]([N:90]1[CH2:91][C@H:92]([O:94][C:95]2[C:104]3[C:99](=[CH:100][C:101]([O:105][CH3:106])=[CH:102][CH:103]=3)[N:98]=[C:97]([C:107]3[CH:112]=[CH:111][CH:110]=[CH:109][CH:108]=3)[CH:96]=2)[CH2:93][C@H:89]1[C:87]([NH:86][C@:81]1([C:79]([OH:80])=[O:78])[CH2:83][C@H:82]1[CH:84]=[CH2:85])=[O:88])=[O:7])[CH2:13][C:14]([CH3:15])([CH3:16])[CH3:17])=[O:12].